This data is from Forward reaction prediction with 1.9M reactions from USPTO patents (1976-2016). The task is: Predict the product of the given reaction. (1) Given the reactants [CH3:1][N:2]([CH3:11])[C@H:3]([C:8]([OH:10])=[O:9])[CH2:4][C:5]([OH:7])=[O:6].[S:12](=[O:16])(=[O:15])([OH:14])[OH:13], predict the reaction product. The product is: [S:12]([OH:16])([OH:15])(=[O:14])=[O:13].[CH3:11][N:2]([CH3:1])[C@H:3]([C:8]([OH:10])=[O:9])[CH2:4][C:5]([OH:7])=[O:6]. (2) Given the reactants [CH2:1]([C:3]1[NH:4][C:5]2[C:10]([CH:11]=1)=[C:9]([C:12]([F:15])([F:14])[F:13])[C:8]([C:16]#[N:17])=[CH:7][CH:6]=2)[CH3:2].[F:18][C:19]([F:38])([F:37])[C:20]1[CH:21]=[C:22]([C:30]2[O:34][N:33]=[C:32]([CH2:35]Cl)[N:31]=2)[CH:23]=[C:24]([C:26]([F:29])([F:28])[F:27])[CH:25]=1, predict the reaction product. The product is: [F:38][C:19]([F:18])([F:37])[C:20]1[CH:21]=[C:22]([C:30]2[O:34][N:33]=[C:32]([CH2:35][N:4]3[C:5]4[C:10](=[C:9]([C:12]([F:15])([F:13])[F:14])[C:8]([C:16]#[N:17])=[CH:7][CH:6]=4)[CH:11]=[C:3]3[CH2:1][CH3:2])[N:31]=2)[CH:23]=[C:24]([C:26]([F:28])([F:27])[F:29])[CH:25]=1. (3) The product is: [CH3:16][NH:15][C:13]([C:9]1[CH:8]=[C:7]([O:6][C:5]2[CH:17]=[CH:18][C:2]([NH:1][C:27]([NH:26][C:23]3[CH:24]=[CH:25][C:20]([Cl:19])=[C:21]([C:29]([F:31])([F:30])[F:32])[CH:22]=3)=[O:28])=[CH:3][CH:4]=2)[CH:12]=[CH:11][N:10]=1)=[O:14]. Given the reactants [NH2:1][C:2]1[CH:18]=[CH:17][C:5]([O:6][C:7]2[CH:12]=[CH:11][N:10]=[C:9]([C:13]([NH:15][CH3:16])=[O:14])[CH:8]=2)=[CH:4][CH:3]=1.[Cl:19][C:20]1[CH:25]=[CH:24][C:23]([N:26]=[C:27]=[O:28])=[CH:22][C:21]=1[C:29]([F:32])([F:31])[F:30], predict the reaction product. (4) Given the reactants [Cl:1][C:2]1[CH:7]=[C:6]([F:8])[CH:5]=[CH:4][C:3]=1[CH2:9][NH:10][C:11](=[O:22])[C@@H:12]1[CH2:16][C:15]([CH3:18])([CH3:17])[C:14](=[O:19])[N:13]1[CH2:20][CH3:21].Cl.ClC1C([F:31])=C(F)C=CC=1CN, predict the reaction product. The product is: [Cl:1][C:2]1[C:7]([F:31])=[C:6]([F:8])[CH:5]=[CH:4][C:3]=1[CH2:9][NH:10][C:11](=[O:22])[C@@H:12]1[CH2:16][C:15]([CH3:17])([CH3:18])[C:14](=[O:19])[N:13]1[CH2:20][CH3:21].